Predict the product of the given reaction. From a dataset of Forward reaction prediction with 1.9M reactions from USPTO patents (1976-2016). Given the reactants C(N[C@H](C(O)=O)CC(C)C)(=O)C.[CH2:13]([O:15][C:16]1[CH:17]=[C:18]([C@H:24]([NH2:30])[CH2:25][S:26]([CH3:29])(=[O:28])=[O:27])[CH:19]=[CH:20][C:21]=1[O:22][CH3:23])[CH3:14].ClCCl.[OH-].[Na+], predict the reaction product. The product is: [CH2:13]([O:15][C:16]1[CH:17]=[C:18]([C@H:24]([NH2:30])[CH2:25][S:26]([CH3:29])(=[O:28])=[O:27])[CH:19]=[CH:20][C:21]=1[O:22][CH3:23])[CH3:14].